Task: Predict which catalyst facilitates the given reaction.. Dataset: Catalyst prediction with 721,799 reactions and 888 catalyst types from USPTO (1) Reactant: [NH2:1][C:2]1[N:7]=[C:6]([C:8]2[CH:13]=[C:12]([Cl:14])[CH:11]=[CH:10][C:9]=2[CH3:15])[N:5]=[C:4]([NH:16][C:17]2[CH:35]=[CH:34][C:20]([CH2:21][O:22][C:23](=[O:33])[CH2:24][NH:25]C(OC(C)(C)C)=O)=[CH:19][CH:18]=2)[N:3]=1.ClCCl.Cl.C(OCC)(=O)C. Product: [NH2:1][C:2]1[N:7]=[C:6]([C:8]2[CH:13]=[C:12]([Cl:14])[CH:11]=[CH:10][C:9]=2[CH3:15])[N:5]=[C:4]([NH:16][C:17]2[CH:35]=[CH:34][C:20]([CH2:21][O:22][C:23](=[O:33])[CH2:24][NH2:25])=[CH:19][CH:18]=2)[N:3]=1. The catalyst class is: 12. (2) Reactant: [CH3:1][CH2:2][CH2:3][C:4]1[C:10]2[C:11]3[O:25][C:24]([CH3:27])([CH3:26])[CH2:23][CH2:22][C:12]=3[C:13]3[O:18][C@@H:17]([CH3:19])[C@H:16]([CH3:20])[C@H:15]([OH:21])[C:14]=3[C:9]=2[O:8][C:6](=[O:7])[CH:5]=1.[CH3:28][CH2:29][CH2:30]C1C2C3OC(C)(C)C=CC=3C3OC(C)C(C)C(O)C=3C=2OC(=O)C=1. Product: [CH3:20][C@@H:16]1[C@H:15]([OH:21])[C:14]2[C:9]3[O:8][C:6]([CH:5]=[C:4]([C:3]4[CH:28]=[CH:29][CH:30]=[CH:1][CH:2]=4)[C:10]=3[C:11]3[O:25][C:24]([CH3:27])([CH3:26])[CH:23]=[CH:22][C:12]=3[C:13]=2[O:18][C@H:17]1[CH3:19])=[O:7]. The catalyst class is: 458. (3) Reactant: CON(C)[C:4]([C:6]1[S:7][C:8]([NH:11][C:12]2[CH:17]=[CH:16][C:15]([N:18]3[CH2:23][CH2:22][N:21]([CH3:24])[CH2:20][CH2:19]3)=[CH:14][C:13]=2[O:25][CH3:26])=[N:9][N:10]=1)=[O:5].CO[C:30]1[CH:35]=[C:34]([N:36]2CCN(C)CC2)[CH:33]=[CH:32][C:31]=1NC1N=C2N(C3CCCCO3)N=CC2=C(O[C:32]2[CH:33]=[C:34]([NH:36]C(=O)C=C)[CH:35]=[CH:30][CH:31]=2)N=1. Product: [NH2:36][C:34]1[CH:33]=[C:32]([C:4]([C:6]2[S:7][C:8]([NH:11][C:12]3[CH:17]=[CH:16][C:15]([N:18]4[CH2:23][CH2:22][N:21]([CH3:24])[CH2:20][CH2:19]4)=[CH:14][C:13]=3[O:25][CH3:26])=[N:9][N:10]=2)=[O:5])[CH:31]=[CH:30][CH:35]=1. The catalyst class is: 1. (4) Reactant: [N:1]([CH2:4][C:5]1[CH:6]=[C:7]2[C:11](=[CH:12][CH:13]=1)[N:10]([C:14]([O:16][C:17]([CH3:20])([CH3:19])[CH3:18])=[O:15])[C:9]([C:21]1[C:22]([Cl:31])=[N:23][C:24]3[C:29]([CH:30]=1)=[CH:28][CH:27]=[CH:26][CH:25]=3)=[CH:8]2)=[N+]=[N-]. Product: [NH2:1][CH2:4][C:5]1[CH:6]=[C:7]2[C:11](=[CH:12][CH:13]=1)[N:10]([C:14]([O:16][C:17]([CH3:19])([CH3:20])[CH3:18])=[O:15])[C:9]([C:21]1[C:22]([Cl:31])=[N:23][C:24]3[C:29]([CH:30]=1)=[CH:28][CH:27]=[CH:26][CH:25]=3)=[CH:8]2. The catalyst class is: 99. (5) Reactant: CS(O[CH2:6][CH:7]1[CH2:12][CH2:11][CH:10]([CH2:13][O:14][C:15]2[CH:20]=[CH:19][CH:18]=[CH:17][CH:16]=2)[O:9][CH2:8]1)(=O)=O.CN(C=O)C.[N-:26]=[N+:27]=[N-:28].[Na+]. Product: [N:26]([CH2:6][CH:7]1[CH2:8][O:9][CH:10]([CH2:13][O:14][C:15]2[CH:20]=[CH:19][CH:18]=[CH:17][CH:16]=2)[CH2:11][CH2:12]1)=[N+:27]=[N-:28]. The catalyst class is: 28. (6) Product: [Cl:19][C:20]1[CH:25]=[C:24]([C:2]2[CH:3]=[N:4][CH:5]=[C:6]3[C:11]=2[N:10]=[C:9]([C:12]([NH:14][CH2:15][CH2:16][O:17][CH3:18])=[O:13])[CH:8]=[CH:7]3)[CH:23]=[CH:22][CH:21]=1. Reactant: Br[C:2]1[CH:3]=[N:4][CH:5]=[C:6]2[C:11]=1[N:10]=[C:9]([C:12]([NH:14][CH2:15][CH2:16][O:17][CH3:18])=[O:13])[CH:8]=[CH:7]2.[Cl:19][C:20]1[CH:21]=[C:22](B(O)O)[CH:23]=[CH:24][CH:25]=1.C(=O)([O-])[O-].[Cs+].[Cs+]. The catalyst class is: 688.